Dataset: Retrosynthesis with 50K atom-mapped reactions and 10 reaction types from USPTO. Task: Predict the reactants needed to synthesize the given product. (1) Given the product CC(C)(C)NNC(=O)c1ccccc1, predict the reactants needed to synthesize it. The reactants are: CC(C)(C)NN.O=C(Cl)c1ccccc1. (2) Given the product Cc1cc(Nc2ncnc3cccc(OCCN)c23)ccc1O, predict the reactants needed to synthesize it. The reactants are: Cc1cc(Nc2ncnc3cccc(F)c23)ccc1O.NCCO. (3) Given the product CN(CCO)Cc1ccc2c(c1)c(=O)c(C(=O)NCc1ccc(Cl)cc1)cn2C, predict the reactants needed to synthesize it. The reactants are: CNCCO.Cn1cc(C(=O)NCc2ccc(Cl)cc2)c(=O)c2cc(CO)ccc21. (4) Given the product COc1cc(C#N)c(N=C(C)N(C)C)cc1OC, predict the reactants needed to synthesize it. The reactants are: CC(=O)N(C)C.COc1cc(N)c(C#N)cc1OC.O=P(Cl)(Cl)Cl. (5) Given the product CCCCN(C)c1nsc(N)c1C#N, predict the reactants needed to synthesize it. The reactants are: CCCCN(C)C(N)=C(C#N)C(N)=S.